This data is from Reaction yield outcomes from USPTO patents with 853,638 reactions. The task is: Predict the reaction yield, written as a fraction of the theoretical maximum amount of product (1.0 means a 100% yield; for example, 0.34 means a 34% yield). (1) The reactants are [C:1]1([O:11][CH2:12][C:13]([OH:15])=O)[C:10]2[C:5](=[CH:6][CH:7]=[CH:8][CH:9]=2)[CH:4]=[CH:3][CH:2]=1.O.OC1C2N=NNC=2C=CC=1.Cl.C(N=C=NC(N)CC(C)C)C.[NH2:39][C@H:40]([C:44]([NH:46][CH:47]([CH:56]([OH:59])[CH2:57][F:58])[CH2:48][C:49]([O:51][C:52]([CH3:55])([CH3:54])[CH3:53])=[O:50])=[O:45])[CH:41]([CH3:43])[CH3:42]. The catalyst is CN(C)C=O.C(Cl)Cl. The product is [C:1]1([O:11][CH2:12][C:13]([NH:39][C@H:40]([C:44]([NH:46][CH:47]([CH:56]([OH:59])[CH2:57][F:58])[CH2:48][C:49]([O:51][C:52]([CH3:53])([CH3:54])[CH3:55])=[O:50])=[O:45])[CH:41]([CH3:42])[CH3:43])=[O:15])[C:10]2[C:5](=[CH:6][CH:7]=[CH:8][CH:9]=2)[CH:4]=[CH:3][CH:2]=1. The yield is 0.630. (2) The reactants are Cl[C:2]1[C:19]([N+:20]([O-:22])=[O:21])=[CH:18][C:17]([N+:23]([O-:25])=[O:24])=[CH:16][C:3]=1[C:4]([NH:6][CH2:7][CH2:8][O:9][CH:10]1[CH2:15][CH2:14][CH2:13][CH2:12][O:11]1)=[O:5].[CH3:26][CH:27]([OH:34])[CH2:28][NH:29][CH2:30][CH:31]([OH:33])[CH3:32]. No catalyst specified. The product is [OH:34][CH:27]([CH3:26])[CH2:28][N:29]([CH2:30][CH:31]([OH:33])[CH3:32])[C:2]1[C:19]([N+:20]([O-:22])=[O:21])=[CH:18][C:17]([N+:23]([O-:25])=[O:24])=[CH:16][C:3]=1[C:4]([NH:6][CH2:7][CH2:8][O:9][CH:10]1[CH2:15][CH2:14][CH2:13][CH2:12][O:11]1)=[O:5]. The yield is 1.00. (3) The reactants are [OH:1][CH:2]1[CH2:7][CH2:6][CH:5]([C:8]([O:10][CH2:11][CH3:12])=[O:9])[CH2:4][CH2:3]1.[H-].[Na+].F[C:16]1[CH:21]=[CH:20][C:19]([N+:22]([O-:24])=[O:23])=[CH:18][CH:17]=1.CCCC(C)C. The catalyst is CN(C=O)C.CCOC(C)=O.O. The product is [N+:22]([C:19]1[CH:20]=[CH:21][C:16]([O:1][C@@H:2]2[CH2:3][CH2:4][C@H:5]([C:8]([O:10][CH2:11][CH3:12])=[O:9])[CH2:6][CH2:7]2)=[CH:17][CH:18]=1)([O-:24])=[O:23]. The yield is 0.160.